Dataset: Reaction yield outcomes from USPTO patents with 853,638 reactions. Task: Predict the reaction yield, written as a fraction of the theoretical maximum amount of product (1.0 means a 100% yield; for example, 0.34 means a 34% yield). The reactants are [C:1]([O:5][C:6]([N:8]1[CH2:14][CH2:13][C:12]2[CH:15]=[C:16]([OH:22])[C:17]([N+:19]([O-:21])=[O:20])=[CH:18][C:11]=2[CH2:10][CH2:9]1)=[O:7])([CH3:4])([CH3:3])[CH3:2].CI.[C:25](=O)([O-])[O-].[K+].[K+].O. The catalyst is CN(C)C=O. The product is [C:1]([O:5][C:6]([N:8]1[CH2:14][CH2:13][C:12]2[CH:15]=[C:16]([O:22][CH3:25])[C:17]([N+:19]([O-:21])=[O:20])=[CH:18][C:11]=2[CH2:10][CH2:9]1)=[O:7])([CH3:4])([CH3:2])[CH3:3]. The yield is 0.960.